From a dataset of Full USPTO retrosynthesis dataset with 1.9M reactions from patents (1976-2016). Predict the reactants needed to synthesize the given product. (1) The reactants are: [F:1][C:2]1[CH:3]=[C:4]([C:12]2[C:13]3[CH:20]([CH2:21][C:22]([NH:24][CH3:25])=[O:23])[CH2:19][CH2:18][C:14]=3[CH:15]=[N:16][CH:17]=2)[CH:5]=[CH:6][C:7]=1[C:8]([F:11])([F:10])[F:9].N1C[CH2:30][O:29][CH2:28][CH2:27]1. Given the product [F:1][C:2]1[CH:3]=[C:4]([C:12]2[C:13]3[CH:20]([CH2:21][C:22]([N:24]4[CH2:27][CH2:28][O:29][CH2:30][CH2:25]4)=[O:23])[CH2:19][CH2:18][C:14]=3[CH:15]=[N:16][CH:17]=2)[CH:5]=[CH:6][C:7]=1[C:8]([F:11])([F:9])[F:10], predict the reactants needed to synthesize it. (2) The reactants are: [Br:1][C:2]1[CH:11]=[CH:10][C:9]2[N:8]=[CH:7][C:6]3[NH:12][N:13]=[C:14]([C:15]4[CH:20]=[CH:19][C:18]([C:21]([CH3:25])([CH3:24])[C:22]#[N:23])=[CH:17][CH:16]=4)[C:5]=3[C:4]=2[CH:3]=1.Br[CH2:27][CH:28]=[CH2:29].C([O-])([O-])=O.[K+].[K+]. Given the product [CH2:29]([N:12]1[C:6]2[CH:7]=[N:8][C:9]3[CH:10]=[CH:11][C:2]([Br:1])=[CH:3][C:4]=3[C:5]=2[C:14]([C:15]2[CH:20]=[CH:19][C:18]([C:21]([CH3:25])([CH3:24])[C:22]#[N:23])=[CH:17][CH:16]=2)=[N:13]1)[CH:28]=[CH2:27], predict the reactants needed to synthesize it. (3) Given the product [CH2:1]([C:5]1[N:9]([CH2:10][C:11]2[CH:16]=[CH:15][C:14]([C:17]3[CH:22]=[CH:21][CH:20]=[CH:19][C:18]=3[C:23]3[NH:27][C:28](=[O:29])[O:40][N:24]=3)=[CH:13][CH:12]=2)[C:8](=[O:25])[N:7]([CH:34]([CH2:36][CH3:37])[CH3:35])[N:6]=1)[CH2:2][CH2:3][CH3:4], predict the reactants needed to synthesize it. The reactants are: [CH2:1]([C:5]1[N:9]([CH2:10][C:11]2[CH:16]=[CH:15][C:14]([C:17]3[C:18]([C:23]#[N:24])=[CH:19][CH:20]=[CH:21][CH:22]=3)=[CH:13][CH:12]=2)[C:8](=[O:25])[NH:7][N:6]=1)[CH2:2][CH2:3][CH3:4].C[N:27](C)[CH:28]=[O:29].[H-].[Na+].Br[CH:34]([CH2:36][CH3:37])[CH3:35].C(OCC)(=[O:40])C. (4) Given the product [CH3:6][C:4]([O:7][C:8]([N:9]1[CH2:42][CH2:41][N:13]([C:14]2[CH:19]=[CH:18][CH:17]=[C:16]([C:20]3[C:29]4[C:24](=[CH:25][C:26]([O:35][CH3:36])=[C:27]5[O:32][C:31]([CH3:34])([CH3:33])[CH2:30][C:28]5=4)[CH2:23][C:22]([CH3:38])([CH3:37])[N:21]=3)[CH:15]=2)[S:10]1(=[O:11])=[O:12])=[O:39])([CH3:3])[CH3:5], predict the reactants needed to synthesize it. The reactants are: [H-].[Na+].[CH3:3][C:4]([O:7][C:8](=[O:39])[NH:9][S:10]([NH:13][C:14]1[CH:19]=[CH:18][CH:17]=[C:16]([C:20]2[C:29]3[C:24](=[CH:25][C:26]([O:35][CH3:36])=[C:27]4[O:32][C:31]([CH3:34])([CH3:33])[CH2:30][C:28]4=3)[CH2:23][C:22]([CH3:38])([CH3:37])[N:21]=2)[CH:15]=1)(=[O:12])=[O:11])([CH3:6])[CH3:5].Br[CH2:41][CH2:42]Br.O.